From a dataset of Full USPTO retrosynthesis dataset with 1.9M reactions from patents (1976-2016). Predict the reactants needed to synthesize the given product. (1) The reactants are: [OH2:1].[F-].C([N+](CCCC)(CCCC)CCCC)CCC.[Si]([CH2:27][CH2:28][CH:29]([OH:35])[C:30]([CH3:34])([CH3:33])[C:31]#[N:32])(C(C)(C)C)(C)C. Given the product [OH:1][CH2:27][CH2:28][CH:29]([OH:35])[C:30]([CH3:34])([CH3:33])[C:31]#[N:32], predict the reactants needed to synthesize it. (2) Given the product [CH3:7][C:6]1[CH:5]=[C:4]([O:21][C:22]([F:23])([F:24])[F:25])[CH:3]=[C:2]2[C:11]=1[O:10][CH:9]([C:12]([F:13])([F:14])[F:15])[C:46]([C:44]([O:43][CH2:42][CH3:41])=[O:45])=[CH:35]2, predict the reactants needed to synthesize it. The reactants are: I[C:2]1[CH:3]=[C:4]([O:21][C:22]([F:25])([F:24])[F:23])[CH:5]=[C:6]2[C:11]=1[O:10][CH:9]([C:12]([F:15])([F:14])[F:13])C(C(OCC)=O)=[CH:7]2.CB1OB(C)OB(C)O1.[C:35]([O-])([O-])=O.[Cs+].[Cs+].[CH3:41][CH2:42][O:43][C:44]([CH3:46])=[O:45]. (3) Given the product [Cl:1][C:2]1[CH:21]=[CH:20][C:5]2[N:43]=[C:7]([CH2:9][CH:10]([C:14]3[CH:19]=[CH:18][C:17]([Cl:22])=[CH:16][CH:15]=3)[CH2:11][C:12]([NH2:6])=[O:13])[NH:8][C:4]=2[CH:3]=1, predict the reactants needed to synthesize it. The reactants are: [Cl:1][C:2]1[CH:21]=[CH:20][C:5]2[N:6]3[C:12](=[O:13])[CH2:11][CH:10]([C:14]4[CH:19]=[CH:18][CH:17]=[CH:16][CH:15]=4)[CH2:9][C:7]3=[N:8][C:4]=2[CH:3]=1.[Cl:22]C1C=CC2N=C3CC(C4C=CC=CC=4)CC(=O)N3C=2C=1.[NH3:43].